From a dataset of Forward reaction prediction with 1.9M reactions from USPTO patents (1976-2016). Predict the product of the given reaction. Given the reactants C[O:2][C:3]([CH:5]1[CH2:10][CH2:9][N:8]([C:11]2[CH:16]=[C:15]([NH:17][CH2:18][CH2:19][C:20]3[CH:25]=[CH:24][C:23]([Cl:26])=[CH:22][C:21]=3[Cl:27])[N:14]=[C:13]([O:28][CH3:29])[N:12]=2)[CH2:7][CH2:6]1)=[O:4].[OH-].[Li+], predict the reaction product. The product is: [Cl:27][C:21]1[CH:22]=[C:23]([Cl:26])[CH:24]=[CH:25][C:20]=1[CH2:19][CH2:18][NH:17][C:15]1[N:14]=[C:13]([O:28][CH3:29])[N:12]=[C:11]([N:8]2[CH2:7][CH2:6][CH:5]([C:3]([OH:4])=[O:2])[CH2:10][CH2:9]2)[CH:16]=1.